From a dataset of Forward reaction prediction with 1.9M reactions from USPTO patents (1976-2016). Predict the product of the given reaction. (1) Given the reactants [Cl:1][C:2]1[C:7]([NH:8][C:9](=O)[C:10]2[CH:15]=[CH:14][CH:13]=[CH:12][C:11]=2[F:16])=[C:6]([NH:18][C:19]2[CH:24]=[CH:23][C:22]([Cl:25])=[CH:21][CH:20]=2)[N:5]=[C:4]([CH3:26])[N:3]=1, predict the reaction product. The product is: [Cl:1][C:2]1[N:3]=[C:4]([CH3:26])[N:5]=[C:6]2[C:7]=1[N:8]=[C:9]([C:10]1[CH:15]=[CH:14][CH:13]=[CH:12][C:11]=1[F:16])[N:18]2[C:19]1[CH:24]=[CH:23][C:22]([Cl:25])=[CH:21][CH:20]=1. (2) Given the reactants [CH2:1]([C@@H:8]1[CH2:12][O:11][C:10](=[O:13])[N:9]1[C:14](=[O:19])[CH2:15][CH2:16][CH:17]=[CH2:18])[C:2]1[CH:7]=[CH:6][CH:5]=[CH:4][CH:3]=1.[Li+].C[Si]([N-][Si](C)(C)C)(C)C.Br[CH2:31][C:32]1[C:37]([Cl:38])=[CH:36][C:35]([O:39][CH2:40][C:41]2[CH:46]=[CH:45][CH:44]=[CH:43][CH:42]=2)=[CH:34][C:33]=1[Cl:47], predict the reaction product. The product is: [CH2:1]([C@@H:8]1[CH2:12][O:11][C:10](=[O:13])[N:9]1[C:14](=[O:19])[CH:15]([CH2:31][C:32]1[C:33]([Cl:47])=[CH:34][C:35]([O:39][CH2:40][C:41]2[CH:42]=[CH:43][CH:44]=[CH:45][CH:46]=2)=[CH:36][C:37]=1[Cl:38])[CH2:16][CH:17]=[CH2:18])[C:2]1[CH:3]=[CH:4][CH:5]=[CH:6][CH:7]=1. (3) The product is: [Cl:12][C:10]1[C:9]2[C:4](=[N:5][CH:6]=[CH:7][CH:8]=2)[N:3]=[C:2]([C:16]2[CH:17]=[CH:18][CH:19]=[CH:20][C:15]=2[C:13]([NH2:14])=[O:25])[CH:11]=1. Given the reactants Cl[C:2]1[CH:11]=[C:10]([Cl:12])[C:9]2[C:4](=[N:5][CH:6]=[CH:7][CH:8]=2)[N:3]=1.[C:13]([C:15]1[CH:20]=[CH:19][CH:18]=[CH:17][C:16]=1B(O)O)#[N:14].C(=O)(O)[O-:25].[Na+], predict the reaction product. (4) The product is: [CH2:13]([O:16][C:17]1([CH3:50])[CH2:18][CH2:19][N:20]([C:23]2[N:28]3[CH:29]=[C:30]([C:32]4[CH:33]=[C:34]([C:3]5[C:4]([OH:9])=[CH:5][C:6]([CH3:8])=[CH:7][C:2]=5[F:1])[CH:35]=[CH:36][CH:37]=4)[N:31]=[C:27]3[CH:26]=[C:25]([CH3:39])[C:24]=2[C@H:40]([O:45][C:46]([CH3:49])([CH3:48])[CH3:47])[C:41]([O:43][CH3:44])=[O:42])[CH2:21][CH2:22]1)[CH:14]=[CH2:15]. Given the reactants [F:1][C:2]1[CH:7]=[C:6]([CH3:8])[CH:5]=[C:4]([OH:9])[C:3]=1B(O)O.[CH2:13]([O:16][C:17]1([CH3:50])[CH2:22][CH2:21][N:20]([C:23]2[N:28]3[CH:29]=[C:30]([C:32]4[CH:37]=[CH:36][CH:35]=[C:34](Br)[CH:33]=4)[N:31]=[C:27]3[CH:26]=[C:25]([CH3:39])[C:24]=2[C@H:40]([O:45][C:46]([CH3:49])([CH3:48])[CH3:47])[C:41]([O:43][CH3:44])=[O:42])[CH2:19][CH2:18]1)[CH:14]=[CH2:15].C(OC1(C)CCN(C2N3C=C(C4C=C(C5C=C(C)C=CC=5O)C=CC=4)N=C3C=C(C)C=2[C@H](OC(C)(C)C)C(OC)=O)CC1)C=C, predict the reaction product. (5) Given the reactants [CH2:1]([N:8]1[CH2:13][CH2:12][C:11]([CH2:15][CH3:16])(O)[CH2:10][CH2:9]1)[C:2]1[CH:7]=[CH:6][CH:5]=[CH:4][CH:3]=1.S(=O)(=O)(O)O.[OH-:22].[K+].[C:24](#[N:26])[CH3:25], predict the reaction product. The product is: [C:24]([NH:26][C:11]1([CH2:15][CH3:16])[CH2:12][CH2:13][N:8]([CH2:1][C:2]2[CH:7]=[CH:6][CH:5]=[CH:4][CH:3]=2)[CH2:9][CH2:10]1)(=[O:22])[CH3:25]. (6) Given the reactants [CH2:1]([CH:3]([C:6]1[N:10]2[C:11]3[C:16]([NH:17][C:18](=[O:19])[C:9]2=[CH:8][N:7]=1)=[CH:15][C:14]([C:20](O)=[O:21])=[C:13]([O:23][CH3:24])[CH:12]=3)[CH2:4][CH3:5])[CH3:2].[C:25](N1C=CN=C1)([N:27]1C=CN=[CH:28]1)=O.Cl.CNC, predict the reaction product. The product is: [CH2:4]([CH:3]([C:6]1[N:10]2[C:11]3[C:16]([NH:17][C:18](=[O:19])[C:9]2=[CH:8][N:7]=1)=[CH:15][C:14]([C:20]([N:27]([CH3:28])[CH3:25])=[O:21])=[C:13]([O:23][CH3:24])[CH:12]=3)[CH2:1][CH3:2])[CH3:5]. (7) Given the reactants [CH2:1]([C:7]1[CH:8]=[C:9]([C:13]2[N:14]([CH3:20])[C:15](I)=[C:16]([I:18])[N:17]=2)[CH:10]=[CH:11][CH:12]=1)[CH2:2][CH2:3][CH2:4][CH2:5][CH3:6].C([Li])CCC.[C:26](=[O:28])=[O:27], predict the reaction product. The product is: [CH2:1]([C:7]1[CH:8]=[C:9]([C:13]2[N:14]([CH3:20])[C:15]([C:26]([OH:28])=[O:27])=[C:16]([I:18])[N:17]=2)[CH:10]=[CH:11][CH:12]=1)[CH2:2][CH2:3][CH2:4][CH2:5][CH3:6].